Predict which catalyst facilitates the given reaction. From a dataset of Catalyst prediction with 721,799 reactions and 888 catalyst types from USPTO. (1) Reactant: [OH:1][C:2]1[C:3]([C:16]([NH:18][CH2:19][C:20]2[CH:25]=[CH:24][CH:23]=[CH:22][CH:21]=2)=[O:17])=[CH:4][N:5]([CH2:9][C:10]2[CH:15]=[CH:14][CH:13]=[CH:12][CH:11]=2)[C:6](=[O:8])[CH:7]=1.OC1C([C:41]([OH:43])=[O:42])=CN(CC2C=CC=CC=2)C(=O)C=1.C(Cl)CCl.C1C=CC2N(O)N=NC=2C=1.C(N)C1C=CC=CC=1.[CH3:66][N:67](C)[CH:68]=[O:69]. Product: [OH:1][C:2]1[C:3]([C:16]([NH:18][CH2:19][C:20]2[CH:21]=[CH:22][CH:23]=[CH:24][CH:25]=2)=[O:17])=[CH:4][N:5]([CH2:9][C:10]2[CH:15]=[CH:14][CH:13]=[CH:12][CH:11]=2)[C:6](=[O:8])[C:7]=1[C:68]([NH:67][CH2:66][C:41]([OH:43])=[O:42])=[O:69]. The catalyst class is: 2. (2) Reactant: [NH2:1][CH:2]([CH2:5][OH:6])[CH2:3][OH:4].CCN(C(C)C)C(C)C.[CH3:16][O:17][C:18]1[CH:19]=[C:20]([CH:24]=[CH:25][C:26]=1[N+:27]([O-:29])=[O:28])[C:21](Cl)=[O:22]. The catalyst class is: 12. Product: [OH:4][CH2:3][CH:2]([NH:1][C:21](=[O:22])[C:20]1[CH:24]=[CH:25][C:26]([N+:27]([O-:29])=[O:28])=[C:18]([O:17][CH3:16])[CH:19]=1)[CH2:5][OH:6]. (3) Reactant: [C:1]([O:5][C:6](=[O:28])[CH2:7][CH2:8][N:9]([CH2:17][C:18]([O:20]CC1C=CC=CC=1)=[O:19])[C:10]([O:12][C:13]([CH3:16])([CH3:15])[CH3:14])=[O:11])([CH3:4])([CH3:3])[CH3:2]. Product: [C:13]([O:12][C:10]([N:9]([CH2:17][C:18]([OH:20])=[O:19])[CH2:8][CH2:7][C:6]([O:5][C:1]([CH3:3])([CH3:2])[CH3:4])=[O:28])=[O:11])([CH3:14])([CH3:15])[CH3:16]. The catalyst class is: 19. (4) Reactant: Br[C:2]1[CH:3]=[N:4][C:5]([O:8][C:9]2[CH:14]=[CH:13][C:12]([O:15][CH3:16])=[CH:11][CH:10]=2)=[N:6][CH:7]=1.[C:17]1(C)[CH:22]=[CH:21][CH:20]=[CH:19][CH:18]=1.P.C([O-])([O-])=O.[Cs+].[Cs+]. Product: [CH3:16][O:15][C:12]1[CH:13]=[CH:14][C:9]([O:8][C:5]2[N:4]=[CH:3][C:2]([C:17]3[CH:22]=[CH:21][CH:20]=[CH:19][CH:18]=3)=[CH:7][N:6]=2)=[CH:10][CH:11]=1. The catalyst class is: 45. (5) Reactant: C(OC([N:8]1[CH2:13][CH2:12][CH:11]([NH:14][C:15]2[CH:16]=[C:17]([Cl:33])[CH:18]=[C:19]3[C:23]=2[NH:22][C:21]([CH2:24][CH2:25][N:26]2[CH2:31][CH2:30][NH:29][C:28](=[O:32])[CH2:27]2)=[CH:20]3)[CH2:10][CH2:9]1)=O)(C)(C)C.FC(F)(F)C(O)=O. Product: [Cl:33][C:17]1[CH:18]=[C:19]2[C:23](=[C:15]([NH:14][CH:11]3[CH2:10][CH2:9][NH:8][CH2:13][CH2:12]3)[CH:16]=1)[NH:22][C:21]([CH2:24][CH2:25][N:26]1[CH2:31][CH2:30][NH:29][C:28](=[O:32])[CH2:27]1)=[CH:20]2. The catalyst class is: 4. (6) Reactant: [C:1]([C:3]1[CH:4]=[C:5]([NH:9][C:10]2[C:19]3[C:14](=[CH:15][C:16]([O:21][CH2:22][CH2:23][O:24][CH3:25])=[C:17]([NH2:20])[CH:18]=3)[N:13]=[CH:12][N:11]=2)[CH:6]=[CH:7][CH:8]=1)#[CH:2].C(=O)([O-])[O-].[Na+].[Na+].[O:32]1[C@H:37]2[CH2:38][N:39]([CH2:41]/[CH:42]=[CH:43]/[C:44](Cl)=[O:45])[CH2:40][C@H:36]2[O:35][CH2:34][CH2:33]1.O. Product: [C:1]([C:3]1[CH:4]=[C:5]([NH:9][C:10]2[C:19]3[C:14](=[CH:15][C:16]([O:21][CH2:22][CH2:23][O:24][CH3:25])=[C:17]([NH:20][C:44](=[O:45])/[CH:43]=[CH:42]/[CH2:41][N:39]4[CH2:40][C@H:36]5[O:35][CH2:34][CH2:33][O:32][C@H:37]5[CH2:38]4)[CH:18]=3)[N:13]=[CH:12][N:11]=2)[CH:6]=[CH:7][CH:8]=1)#[CH:2]. The catalyst class is: 76. (7) Reactant: C(O[C:6]([N:8]1[CH2:11][CH:10]([NH:12][C:13]2[N:14]=[N:15][C:16]([C:19](=[O:26])[NH:20][CH2:21][CH2:22][CH:23]3[CH2:25][CH2:24]3)=[CH:17][CH:18]=2)[CH2:9]1)=[O:7])(C)(C)C.FC(F)(F)C(O)=O.C1(CCNC(C2N=NC(NC3CNC3)=CC=2)=O)CC1.[F:53][C:54]([F:65])([F:64])[C:55]1[CH:63]=[CH:62][CH:61]=[CH:60][C:56]=1C(Cl)=O. Product: [CH:23]1([CH2:22][CH2:21][NH:20][C:19]([C:16]2[N:15]=[N:14][C:13]([NH:12][CH:10]3[CH2:9][N:8]([C:6](=[O:7])[C:56]4[CH:60]=[CH:61][CH:62]=[CH:63][C:55]=4[C:54]([F:65])([F:64])[F:53])[CH2:11]3)=[CH:18][CH:17]=2)=[O:26])[CH2:24][CH2:25]1. The catalyst class is: 236.